Dataset: Catalyst prediction with 721,799 reactions and 888 catalyst types from USPTO. Task: Predict which catalyst facilitates the given reaction. (1) Reactant: [OH:1][C:2]1[C:3](=[O:25])[N:4]([CH:19]2[CH2:24][CH2:23][CH2:22][CH2:21][O:20]2)[N:5]=[CH:6][C:7]=1[NH:8][C@@H:9]1[CH2:14][C@@H:13]2[CH2:15][C@@H:11]([C:12]2([CH3:17])[CH3:16])[C@H:10]1[CH3:18].CI.[C:28](=O)([O-])[O-].[K+].[K+].C(OCC)(=O)C. Product: [CH3:28][O:1][C:2]1[C:3](=[O:25])[N:4]([CH:19]2[CH2:24][CH2:23][CH2:22][CH2:21][O:20]2)[N:5]=[CH:6][C:7]=1[NH:8][C@@H:9]1[CH2:14][C@@H:13]2[CH2:15][C@@H:11]([C:12]2([CH3:17])[CH3:16])[C@H:10]1[CH3:18]. The catalyst class is: 9. (2) Reactant: [O:1]1[C:5]2[CH:6]=[CH:7][CH:8]=[CH:9][C:4]=2[CH:3]=[C:2]1[C:10]([NH:12][C:13]1([C:19]([NH:21][CH:22]2[CH2:27][CH2:26][N:25]([C:28]3[CH:33]=[CH:32][CH:31]=[CH:30][C:29]=3C=O)[CH2:24][CH:23]2[OH:36])=[O:20])[CH2:18][CH2:17][CH2:16][CH2:15][CH2:14]1)=[O:11].ClC1C=CC=C(C(OO)=[O:45])C=1. Product: [O:1]1[C:5]2[CH:6]=[CH:7][CH:8]=[CH:9][C:4]=2[CH:3]=[C:2]1[C:10]([NH:12][C:13]1([C:19]([NH:21][CH:22]2[CH2:27][CH2:26][N:25]([C:28]3[CH:33]=[CH:32][CH:31]=[CH:30][C:29]=3[OH:45])[CH2:24][CH:23]2[OH:36])=[O:20])[CH2:14][CH2:15][CH2:16][CH2:17][CH2:18]1)=[O:11]. The catalyst class is: 22. (3) Reactant: [C:1]1([C@H:7]([NH:9][C:10]2[C:15]([NH2:16])=[N:14][CH:13]=[CH:12][N:11]=2)[CH3:8])[CH:6]=[CH:5][CH:4]=[CH:3][CH:2]=1.Br[C:18]1[N:23]=[C:22]([NH:24][C@@H:25]([C:27]2[CH:32]=[CH:31][CH:30]=[CH:29][CH:28]=2)[CH3:26])[C:21]([NH2:33])=[N:20][CH:19]=1.[CH:34](O)=[O:35]. Product: [C:1]1([C@H:7]([N:9]2[C:10]3=[N:11][CH:12]=[CH:13][N:14]=[C:15]3[NH:16][C:34]2=[O:35])[CH3:8])[CH:6]=[CH:5][CH:4]=[CH:3][CH:2]=1.[C:27]1([C@H:25]([NH:24][C:22]2[C:21]([NH2:33])=[N:20][CH:19]=[CH:18][N:23]=2)[CH3:26])[CH:32]=[CH:31][CH:30]=[CH:29][CH:28]=1. The catalyst class is: 45. (4) Reactant: [O:1]1[CH:5]=[CH:4][CH:3]=[C:2]1[C:6]1[CH:11]=[C:10]([S:12][CH3:13])[N:9]=[C:8]([NH2:14])[N:7]=1.[Br:15]N1C(=O)CCC1=O. Product: [Br:15][C:11]1[C:6]([C:2]2[O:1][CH:5]=[CH:4][CH:3]=2)=[N:7][C:8]([NH2:14])=[N:9][C:10]=1[S:12][CH3:13]. The catalyst class is: 15. (5) Reactant: [CH3:1][C:2]1[NH:3][C:4]2[C:9]([CH:10]=1)=[CH:8][CH:7]=[CH:6][N:5]=2.ClC1C=C(C=CC=1)C(OO)=[O:16].O.C(=O)([O-])[O-].[K+].[K+]. Product: [CH3:1][C:2]1[NH:3][C:4]2=[N+:5]([O-:16])[CH:6]=[CH:7][CH:8]=[C:9]2[CH:10]=1. The catalyst class is: 57. (6) Reactant: [OH:1][C:2]1[C:27]([O:28][CH3:29])=[CH:26][C:5]2[C:6]3[N:11]([CH:12]([C:14]([CH3:19])([CH3:18])[CH2:15][O:16][CH3:17])[CH2:13][C:4]=2[CH:3]=1)[CH:10]=[C:9]([C:20]([O:22][CH2:23][CH3:24])=[O:21])[C:8](=[O:25])[CH:7]=3.CCN(CC)CC.C1(N([S:44]([C:47]([F:50])([F:49])[F:48])(=[O:46])=[O:45])[S:44]([C:47]([F:50])([F:49])[F:48])(=[O:46])=[O:45])C=CC=CC=1. Product: [CH3:29][O:28][C:27]1[C:2]([O:1][S:44]([C:47]([F:50])([F:49])[F:48])(=[O:46])=[O:45])=[CH:3][C:4]2[CH2:13][CH:12]([C:14]([CH3:18])([CH3:19])[CH2:15][O:16][CH3:17])[N:11]3[C:6](=[CH:7][C:8](=[O:25])[C:9]([C:20]([O:22][CH2:23][CH3:24])=[O:21])=[CH:10]3)[C:5]=2[CH:26]=1. The catalyst class is: 2. (7) Reactant: [N:1]1([C:7]2[N:12]3[N:13]=[C:14]([C:16]4[CH:21]=[CH:20][CH:19]=[CH:18][CH:17]=4)[CH:15]=[C:11]3[N:10]=[C:9]([NH:22][NH2:23])[CH:8]=2)[CH2:6][CH2:5][O:4][CH2:3][CH2:2]1.[CH3:24][C:25]1([CH3:34])[CH2:29][C:28]2[CH:30]=[CH:31][CH:32]=[CH:33][C:27]=2[O:26]1.[C:35](O)(=O)C.O. Product: [CH3:24][C:25]1([CH3:34])[CH2:29][C:28]2[CH:30]=[CH:31][CH:32]=[C:33]([CH:35]=[N:23][NH:22][C:9]3[CH:8]=[C:7]([N:1]4[CH2:6][CH2:5][O:4][CH2:3][CH2:2]4)[N:12]4[N:13]=[C:14]([C:16]5[CH:21]=[CH:20][CH:19]=[CH:18][CH:17]=5)[CH:15]=[C:11]4[N:10]=3)[C:27]=2[O:26]1. The catalyst class is: 8.